Regression. Given two drug SMILES strings and cell line genomic features, predict the synergy score measuring deviation from expected non-interaction effect. From a dataset of NCI-60 drug combinations with 297,098 pairs across 59 cell lines. Drug 1: C1=CC(=C2C(=C1NCCNCCO)C(=O)C3=C(C=CC(=C3C2=O)O)O)NCCNCCO. Drug 2: C1=NC2=C(N1)C(=S)N=C(N2)N. Cell line: A498. Synergy scores: CSS=38.5, Synergy_ZIP=-3.90, Synergy_Bliss=-3.94, Synergy_Loewe=-1.23, Synergy_HSA=1.54.